Dataset: Full USPTO retrosynthesis dataset with 1.9M reactions from patents (1976-2016). Task: Predict the reactants needed to synthesize the given product. (1) Given the product [CH3:24][C:13]([N:25]1[CH2:26][CH2:27][O:28][CH2:29][CH2:30]1)([CH3:12])[C:14]([C:16]1[CH:21]=[CH:20][C:19]([S:22]([CH3:23])=[O:6])=[CH:18][CH:17]=1)=[O:15], predict the reactants needed to synthesize it. The reactants are: ClC1C=C(C=CC=1)C(OO)=[O:6].[CH3:12][C:13]([N:25]1[CH2:30][CH2:29][O:28][CH2:27][CH2:26]1)([CH3:24])[C:14]([C:16]1[CH:21]=[CH:20][C:19]([S:22][CH3:23])=[CH:18][CH:17]=1)=[O:15]. (2) Given the product [Br:19][C:16]1[CH:15]=[CH:14][C:13]([C@@H:10]2[CH2:11][CH2:12][C@H:7]([OH:6])[CH2:8][CH2:9]2)=[CH:18][CH:17]=1, predict the reactants needed to synthesize it. The reactants are: FC1C=CC=CC=1C([O:6][C@H:7]1[CH2:12][CH2:11][C@@H:10]([C:13]2[CH:18]=[CH:17][C:16]([Br:19])=[CH:15][CH:14]=2)[CH2:9][CH2:8]1)=O.[OH-].[Na+].Cl. (3) The reactants are: Cl[C:2]1[C:11]([N+:12]([O-:14])=[O:13])=[CH:10][C:5]([C:6]([O:8][CH3:9])=[O:7])=[C:4]([CH3:15])[CH:3]=1.C(=O)([O-])[O-].[K+].[K+].[SH:22][CH:23]([CH3:29])[C:24]([O:26][CH2:27][CH3:28])=[O:25].[Cl-].[Na+]. Given the product [CH2:27]([O:26][C:24](=[O:25])[CH:23]([S:22][C:2]1[C:11]([N+:12]([O-:14])=[O:13])=[CH:10][C:5]([C:6]([O:8][CH3:9])=[O:7])=[C:4]([CH3:15])[CH:3]=1)[CH3:29])[CH3:28], predict the reactants needed to synthesize it.